Regression. Given a peptide amino acid sequence and an MHC pseudo amino acid sequence, predict their binding affinity value. This is MHC class I binding data. From a dataset of Peptide-MHC class I binding affinity with 185,985 pairs from IEDB/IMGT. (1) The peptide sequence is HPRQFLAFL. The MHC is HLA-A30:01 with pseudo-sequence HLA-A30:01. The binding affinity (normalized) is 0.0847. (2) The peptide sequence is RGPRKPIKCW. The MHC is Mamu-B52 with pseudo-sequence Mamu-B52. The binding affinity (normalized) is 0.369. (3) The peptide sequence is GLENGLNYI. The MHC is HLA-A03:01 with pseudo-sequence HLA-A03:01. The binding affinity (normalized) is 0. (4) The peptide sequence is IRLRPGGKK. The MHC is HLA-A01:01 with pseudo-sequence HLA-A01:01. The binding affinity (normalized) is 0. (5) The peptide sequence is GQRKGAGSVF. The MHC is HLA-A26:01 with pseudo-sequence HLA-A26:01. The binding affinity (normalized) is 0.0952. (6) The peptide sequence is LSSKNNEHY. The MHC is HLA-B08:02 with pseudo-sequence HLA-B08:02. The binding affinity (normalized) is 0.0847. (7) The peptide sequence is ILLHSTYF. The MHC is Mamu-B17 with pseudo-sequence Mamu-B17. The binding affinity (normalized) is 0.